Task: Binary Classification. Given a miRNA mature sequence and a target amino acid sequence, predict their likelihood of interaction.. Dataset: Experimentally validated miRNA-target interactions with 360,000+ pairs, plus equal number of negative samples (1) The miRNA is hsa-miR-8068 with sequence UGUUUGUUGUAAGGAUCGUUGU. The protein sequence of the target gene is MRWGHHLPRASWGSGFRRALQRPDDRIPFLIHWSWPLQGERPFGPPRAFIRHHGSSVDSAPPPGRHGRLFPSASATEAIQRHRRNLAEWFSRLPREERQFGPTFALDTVHVDPVIRESTPDELLRPPAELALEHQPPQAGLPPLALSQLFNPDACGRRVQTVVLYGTVGTGKSTLVRKMVLDWCYGRLPAFELLIPFSCEDLSSLGPAPASLCQLVAQRYTPLKEVLPLMAAAGSHLLFVLHGLEHLNLDFRLAGTGLCSDPEEPQEPAAIIVNLLRKYMLPQASILVTTRPSAIGRIPS.... Result: 0 (no interaction). (2) The miRNA is hsa-miR-138-2-3p with sequence GCUAUUUCACGACACCAGGGUU. The protein sequence of the target gene is MVWPWVAMASRWGPLIGLAPCCLWLLGAVLLMDASARPANHSSTRERVANREENEILPPDHLNGVKLEMDGHLNRGFHQEVFLGKDLGGFDEDAEPRRSRRKLMVIFSKVDVNTDRKISAKEMQRWIMEKTAEHFQEAMEESKTHFRAVDPDGDGHVSWDEYKVKFLASKGHSEKEVADAIRLNEELKVDEETQEVLENLKDRWYQADSPPADLLLTEEEFLSFLHPEHSRGMLRFMVKEIVRDLDQDGDKQLSVPEFISLPVGTVENQQGQDIDDNWVKDRKKEFEELIDSNHDGIVTA.... Result: 0 (no interaction). (3) The miRNA is hsa-miR-372-3p with sequence AAAGUGCUGCGACAUUUGAGCGU. The protein sequence of the target gene is MADDVDQQQTTNTVEEPLDLIRLSLDERIYVKMRNDRELRGRLHAYDQHLNMILGDVEETVTTIEIDEETYEEIYKSTKRNIPMLFVRGDGVVLVAPPLRVG. Result: 1 (interaction). (4) The protein sequence of the target gene is MKSLLNAFTKKEVPFREAPAYSNRRRRPPNTLAAPRVLLRSNSDNNLNASAPDWAVCSTATSHRSLSPQLLQQMPSKPEGAAKTIGSYVPGPRSRSPSLNRLGGAGEDGKRPQPLWHVGSPFALGANKDSLSAFEYPGPKRKLYSAVPGRLFVAVKPYQPQVDGEIPLHRGDRVKVLSIGEGGFWEGSARGHIGWFPAECVEEVQCKPRDSQAETRADRSKKLFRHYTVGSYDSFDTSSDCIIEEKTVVLQKKDNEGFGFVLRGAKADTPIEEFTPTPAFPALQYLESVDEGGVAWQAGL.... Result: 0 (no interaction). The miRNA is rno-miR-150-5p with sequence UCUCCCAACCCUUGUACCAGUG. (5) The miRNA is hsa-miR-1537-3p with sequence AAAACCGUCUAGUUACAGUUGU. The protein sequence of the target gene is MGLPGVIPALVLRGQLLLSVLWLLGPQTSRGLVITPPGPEFVLNISSTFVLTCSGSAPVMWEQMSQVPWQEAAMNQDGTFSSVLTLTNVTGGDTGEYFCVYNNSLGPELSERKRIYIFVPDPTMGFLPMDSEDLFIFVTDVTETTIPCRVTDPQLEVTLHEKKVDIPLHVPYDHQRGFTGTFEDKTYICKTTIGDREVDSDTYYVYSLQVSSINVSVNAVQTVVRQGESITIRCIVMGNDVVNFQWTYPRMKSGRLVEPVTDYLFGVPSRIGSILHIPTAELSDSGTYTCNVSVSVNDHG.... Result: 0 (no interaction). (6) The miRNA is hsa-miR-5192 with sequence AGGAGAGUGGAUUCCAGGUGGU. The protein sequence of the target gene is MVKLSKEAKQRLQQLFKGSQFAIRWGFIPLVIYLGFKRGADPGMPEPTVLSLLWG. Result: 0 (no interaction).